This data is from Reaction yield outcomes from USPTO patents with 853,638 reactions. The task is: Predict the reaction yield, written as a fraction of the theoretical maximum amount of product (1.0 means a 100% yield; for example, 0.34 means a 34% yield). (1) The yield is 0.500. The reactants are Br[CH2:2][C:3]([NH:5][C:6]1[C:11](Br)=[N:10][C:9]([Br:13])=[CH:8][N:7]=1)=[O:4].Cl.[O:15]1[CH2:20][CH2:19][CH:18]([CH2:21][CH2:22][NH2:23])[CH2:17][CH2:16]1.C(N(C(C)C)CC)(C)C. The product is [Br:13][C:9]1[N:10]=[C:11]2[N:23]([CH2:22][CH2:21][CH:18]3[CH2:19][CH2:20][O:15][CH2:16][CH2:17]3)[CH2:2][C:3](=[O:4])[NH:5][C:6]2=[N:7][CH:8]=1. No catalyst specified. (2) The reactants are [Cl:1][C:2]1[CH:7]=[CH:6][CH:5]=[CH:4][C:3]=1[CH2:8][O:9][C:10]1[C:15]([O:16][CH2:17][C:18]2[CH:23]=[CH:22][CH:21]=[CH:20][C:19]=2[Cl:24])=[CH:14][CH:13]=[CH:12][C:11]=1[CH:25]([OH:29])[C:26]([OH:28])=[O:27].[H-].[Na+].[CH3:32]I. The catalyst is COCCOC.[Cl-].[NH4+]. The product is [Cl:1][C:2]1[CH:7]=[CH:6][CH:5]=[CH:4][C:3]=1[CH2:8][O:9][C:10]1[C:15]([O:16][CH2:17][C:18]2[CH:23]=[CH:22][CH:21]=[CH:20][C:19]=2[Cl:24])=[CH:14][CH:13]=[CH:12][C:11]=1[CH:25]([O:29][CH3:32])[C:26]([OH:28])=[O:27]. The yield is 0.580. (3) The reactants are C([O:5]C([NH:8][C@@H:9]([CH:53]([CH3:55])[CH3:54])[C:10]([O:12][CH2:13][C:14]([N:16]1[CH2:21][CH2:20][N:19]([CH2:22][C:23]2[CH:24]=[N:25][C:26]([C:29]3[S:37][C:36]4[C:31](=[N:32][CH:33]=[CH:34][C:35]=4[O:38][C:39]4[CH:44]=[CH:43][C:42]([NH:45][C:46]([NH:48][CH:49]5[CH2:51][CH2:50]5)=[O:47])=[CH:41][C:40]=4[F:52])[CH:30]=3)=[CH:27][CH:28]=2)[CH2:18][CH2:17]1)=[O:15])=[O:11])=O)(C)(C)C.Cl. The catalyst is C(Cl)Cl.CO.C(Cl)Cl. The product is [OH-:5].[NH4+:8].[NH2:8][C@@H:9]([CH:53]([CH3:55])[CH3:54])[C:10]([O:12][CH2:13][C:14]([N:16]1[CH2:21][CH2:20][N:19]([CH2:22][C:23]2[CH:24]=[N:25][C:26]([C:29]3[S:37][C:36]4[C:31](=[N:32][CH:33]=[CH:34][C:35]=4[O:38][C:39]4[CH:44]=[CH:43][C:42]([NH:45][C:46]([NH:48][CH:49]5[CH2:50][CH2:51]5)=[O:47])=[CH:41][C:40]=4[F:52])[CH:30]=3)=[CH:27][CH:28]=2)[CH2:18][CH2:17]1)=[O:15])=[O:11]. The yield is 0.0200. (4) The reactants are [O:1]=[C:2]1[N:7]([CH2:8][CH2:9][CH:10]2[CH2:15][CH2:14][O:13][CH2:12][CH2:11]2)[C:6]2[N:16]=[C:17]([C:20]3[CH:25]=[CH:24][N:23]=[C:22]4[N:26](C(OC(C)(C)C)=O)[CH:27]=[CH:28][C:21]=34)[CH:18]=[N:19][C:5]=2[NH:4][CH2:3]1. The catalyst is Cl. The product is [NH:26]1[C:22]2=[N:23][CH:24]=[CH:25][C:20]([C:17]3[N:16]=[C:6]4[N:7]([CH2:8][CH2:9][CH:10]5[CH2:15][CH2:14][O:13][CH2:12][CH2:11]5)[C:2](=[O:1])[CH2:3][NH:4][C:5]4=[N:19][CH:18]=3)=[C:21]2[CH:28]=[CH:27]1. The yield is 0.630. (5) The reactants are [N:1]([CH:4]([C:6]1[N:7]=[C:8]2[S:16][CH:15]=[C:14]([CH3:17])[N:9]2[C:10](=[O:13])[C:11]=1Br)[CH3:5])=[N+:2]=[N-:3].[C:18]1(B(O)O)[CH:23]=[CH:22][CH:21]=[CH:20][CH:19]=1.C(=O)([O-])[O-].[Na+].[Na+]. The catalyst is O1CCOCC1.O.CCOC(C)=O.C1C=CC([P]([Pd]([P](C2C=CC=CC=2)(C2C=CC=CC=2)C2C=CC=CC=2)([P](C2C=CC=CC=2)(C2C=CC=CC=2)C2C=CC=CC=2)[P](C2C=CC=CC=2)(C2C=CC=CC=2)C2C=CC=CC=2)(C2C=CC=CC=2)C2C=CC=CC=2)=CC=1. The product is [N:1]([CH:4]([C:6]1[N:7]=[C:8]2[S:16][CH:15]=[C:14]([CH3:17])[N:9]2[C:10](=[O:13])[C:11]=1[C:18]1[CH:23]=[CH:22][CH:21]=[CH:20][CH:19]=1)[CH3:5])=[N+:2]=[N-:3]. The yield is 0.444.